Task: Predict the reactants needed to synthesize the given product.. Dataset: Full USPTO retrosynthesis dataset with 1.9M reactions from patents (1976-2016) (1) Given the product [ClH:38].[F:1][C:2]1[C:7]([C:8]2[N:9]=[C:10]([CH2:22][NH:23][CH3:24])[S:11][C:12]=2[S:13]([C:16]2[CH:21]=[CH:20][CH:19]=[CH:18][CH:17]=2)(=[O:15])=[O:14])=[CH:6][CH:5]=[CH:4][N:3]=1, predict the reactants needed to synthesize it. The reactants are: [F:1][C:2]1[C:7]([C:8]2[N:9]=[C:10]([CH2:22][N:23](C)[C:24](=O)OC(C)(C)C)[S:11][C:12]=2[S:13]([C:16]2[CH:21]=[CH:20][CH:19]=[CH:18][CH:17]=2)(=[O:15])=[O:14])=[CH:6][CH:5]=[CH:4][N:3]=1.C(OCC)(=O)C.[ClH:38]. (2) Given the product [F:32][C:30]1([F:33])[O:29][C:28]2[CH:34]=[CH:35][C:25]([C@H:23]([NH:22][C:21]([N:18]3[C:19](=[O:20])[C@H:16]([CH2:15][C:13]4[CH:12]=[CH:11][N:10]=[C:9]([NH:8][C:62]([O:64][CH2:65][O:66][C:67](=[O:71])[CH:68]([CH3:70])[CH3:69])=[O:61])[CH:14]=4)[C@H:17]3[C:37]([OH:39])=[O:38])=[O:36])[CH3:24])=[CH:26][C:27]=2[O:31]1, predict the reactants needed to synthesize it. The reactants are: FC(F)(F)C(O)=O.[NH2:8][C:9]1[CH:14]=[C:13]([CH2:15][C@H:16]2[C:19](=[O:20])[N:18]([C:21](=[O:36])[NH:22][C@@H:23]([C:25]3[CH:35]=[CH:34][C:28]4[O:29][C:30]([F:33])([F:32])[O:31][C:27]=4[CH:26]=3)[CH3:24])[C@@H:17]2[C:37]([OH:39])=[O:38])[CH:12]=[CH:11][N:10]=1.Cl[Si](C)(C)C.C(N(CC)C(C)C)(C)C.[N+](C1C=CC([O:61][C:62]([O:64][CH2:65][O:66][C:67](=[O:71])[CH:68]([CH3:70])[CH3:69])=O)=CC=1)([O-])=O.